The task is: Predict which catalyst facilitates the given reaction.. This data is from Catalyst prediction with 721,799 reactions and 888 catalyst types from USPTO. (1) Reactant: [NH:1]1[CH2:6][CH2:5][CH:4]([N:7]2[CH2:12][CH2:11][CH:10]([N:13]3[C@@H:22]4[C@H:17]([CH2:18][CH2:19][CH2:20][CH2:21]4)[O:16][CH2:15][C:14]3=[O:23])[CH2:9][CH2:8]2)[CH2:3][CH2:2]1.Cl[C:25]([O:27][CH:28]([CH3:30])[CH3:29])=[O:26].C(N(CC)CC)C.C([O-])(O)=O.[Na+]. Product: [O:23]=[C:14]1[N:13]([CH:10]2[CH2:9][CH2:8][N:7]([CH:4]3[CH2:5][CH2:6][N:1]([C:25]([O:27][CH:28]([CH3:30])[CH3:29])=[O:26])[CH2:2][CH2:3]3)[CH2:12][CH2:11]2)[C@@H:22]2[C@H:17]([CH2:18][CH2:19][CH2:20][CH2:21]2)[O:16][CH2:15]1. The catalyst class is: 4. (2) Reactant: Br[C:2]1[C:7]([CH3:8])=[CH:6][C:5]([CH:9]2[O:14][CH2:13][CH2:12][CH2:11][O:10]2)=[CH:4][C:3]=1[CH3:15].[CH2:16](Br)[CH:17]=[CH2:18]. Product: [CH2:18]([C:2]1[C:7]([CH3:8])=[CH:6][C:5]([CH:9]2[O:14][CH2:13][CH2:12][CH2:11][O:10]2)=[CH:4][C:3]=1[CH3:15])[CH:17]=[CH2:16]. The catalyst class is: 1. (3) Reactant: Cl.[CH:2]1([C@@H:5]2[C:14]3=[CH:15][N:16](COCC[Si](C)(C)C)[N:17]=[C:13]3[C:12]3[CH:11]=[C:10]([F:26])[CH:9]=[CH:8][C:7]=3[N:6]2[S:27]([C:30]2[CH:31]=[N:32][C:33]([C:36]([F:39])([F:38])[F:37])=[CH:34][CH:35]=2)(=[O:29])=[O:28])[CH2:4][CH2:3]1. Product: [CH:2]1([C@@H:5]2[C:14]3=[CH:15][NH:16][N:17]=[C:13]3[C:12]3[CH:11]=[C:10]([F:26])[CH:9]=[CH:8][C:7]=3[N:6]2[S:27]([C:30]2[CH:31]=[N:32][C:33]([C:36]([F:38])([F:39])[F:37])=[CH:34][CH:35]=2)(=[O:29])=[O:28])[CH2:3][CH2:4]1. The catalyst class is: 169. (4) Reactant: [NH2:1][C:2]1[CH:7]=[CH:6][CH:5]=[CH:4][C:3]=1[NH:8][S:9]([C:12]1[CH:17]=[CH:16][C:15]([Cl:18])=[CH:14][CH:13]=1)(=[O:11])=[O:10].[S:19]1[C:23]([S:24](Cl)(=[O:26])=[O:25])=[CH:22][C:21]2[CH:28]=[CH:29][CH:30]=[CH:31][C:20]1=2. Product: [Cl:18][C:15]1[CH:14]=[CH:13][C:12]([S:9]([NH:8][C:3]2[CH:4]=[CH:5][CH:6]=[CH:7][C:2]=2[NH:1][S:24]([C:23]2[S:19][C:20]3[CH:31]=[CH:30][CH:29]=[CH:28][C:21]=3[CH:22]=2)(=[O:25])=[O:26])(=[O:11])=[O:10])=[CH:17][CH:16]=1. The catalyst class is: 202. (5) The catalyst class is: 1. Reactant: [Li+].C[Si]([N-][Si](C)(C)C)(C)C.[CH3:11][O:12][CH:13]=[CH:14][C:15](=[O:17])[CH3:16].[C:18](Cl)(=[O:23])[C:19]([CH3:22])([CH3:21])[CH3:20]. Product: [OH:23][C:18]([C:19]([CH3:22])([CH3:21])[CH3:20])=[CH:16][C:15](=[O:17])[CH:14]=[CH:13][O:12][CH3:11].